From a dataset of Full USPTO retrosynthesis dataset with 1.9M reactions from patents (1976-2016). Predict the reactants needed to synthesize the given product. (1) Given the product [Br:1][C:2]1[CH:3]=[N:4][N:5]([CH:12]2[CH2:13][CH2:14][O:9][CH2:10][CH2:11]2)[CH:6]=1, predict the reactants needed to synthesize it. The reactants are: [Br:1][C:2]1[CH:3]=[N:4][NH:5][CH:6]=1.[H-].[Na+].[O:9]1[CH2:14][CH2:13][CH:12](N2C=C(B3OC(C)(C)C(C)(C)O3)C=N2)[CH2:11][CH2:10]1. (2) Given the product [C:26]([C:23]1[CH:22]=[CH:21][C:20]([C:17]2[S:18][CH:19]=[C:15]([CH2:14][O:13][C:10]3[CH:11]=[CH:12][C:7]([CH2:6][CH:5]([O:31][CH2:32][CH3:33])[C:4]([OH:34])=[O:3])=[C:8]([CH3:30])[CH:9]=3)[N:16]=2)=[CH:25][CH:24]=1)([CH3:29])([CH3:28])[CH3:27], predict the reactants needed to synthesize it. The reactants are: C([O:3][C:4](=[O:34])[CH:5]([O:31][CH2:32][CH3:33])[CH2:6][C:7]1[CH:12]=[CH:11][C:10]([O:13][CH2:14][C:15]2[N:16]=[C:17]([C:20]3[CH:25]=[CH:24][C:23]([C:26]([CH3:29])([CH3:28])[CH3:27])=[CH:22][CH:21]=3)[S:18][CH:19]=2)=[CH:9][C:8]=1[CH3:30])C.[Li+].[OH-]. (3) Given the product [CH3:1][C:2]1[CH:7]=[CH:6][CH:5]=[C:4]([CH3:8])[C:3]=1[NH:9][C:10](=[O:13])[CH2:11][N:14]1[CH2:19][CH2:18][NH:17][CH2:16][CH2:15]1, predict the reactants needed to synthesize it. The reactants are: [CH3:1][C:2]1[CH:7]=[CH:6][CH:5]=[C:4]([CH3:8])[C:3]=1[NH:9][C:10](=[O:13])[CH2:11]Cl.[NH:14]1[CH2:19][CH2:18][NH:17][CH2:16][CH2:15]1.C(N(CC)C(C)C)(C)C. (4) Given the product [CH3:16][O:17][C:18]1[CH:19]=[CH:20][C:21]2[N+:26]([O-:27])=[N:25][C:24]([NH:28][CH2:29][CH2:30][N:31]([CH3:33])[CH3:32])=[N+:23]([O-:6])[C:22]=2[CH:34]=1, predict the reactants needed to synthesize it. The reactants are: OO.FC(F)(F)C(OC(=O)C(F)(F)F)=[O:6].[CH3:16][O:17][C:18]1[CH:19]=[CH:20][C:21]2[N+:26]([O-:27])=[N:25][C:24]([NH:28][CH2:29][CH2:30][N:31]([CH3:33])[CH3:32])=[N:23][C:22]=2[CH:34]=1.FC(F)(F)C(O)=O. (5) Given the product [Si:13]([O:20][C@H:21]1[CH2:26][CH2:25][C@H:24]([N:27]2[CH:31]=[C:30]([C:9]3[CH:8]=[N:7][C:6]([NH2:11])=[C:5]4[O:12][C:2]([Cl:1])=[CH:3][C:4]=34)[CH:29]=[N:28]2)[CH2:23][CH2:22]1)([C:16]([CH3:19])([CH3:17])[CH3:18])([CH3:15])[CH3:14], predict the reactants needed to synthesize it. The reactants are: [Cl:1][C:2]1[O:12][C:5]2=[C:6]([NH2:11])[N:7]=[CH:8][C:9](I)=[C:4]2[CH:3]=1.[Si:13]([O:20][C@H:21]1[CH2:26][CH2:25][C@H:24]([N:27]2[CH:31]=[C:30](B(O)O)[CH:29]=[N:28]2)[CH2:23][CH2:22]1)([C:16]([CH3:19])([CH3:18])[CH3:17])([CH3:15])[CH3:14].C(=O)([O-])[O-].[K+].[K+]. (6) Given the product [C:2]1([NH:8][C:9]2[CH:14]=[CH:13][CH:12]=[CH:11][CH:10]=2)[CH:7]=[CH:6][CH:5]=[CH:4][CH:3]=1, predict the reactants needed to synthesize it. The reactants are: Cl[C:2]1[CH:7]=[CH:6][CH:5]=[CH:4][CH:3]=1.[NH2:8][C:9]1[CH:14]=[CH:13][CH:12]=[CH:11][CH:10]=1.CC(C)([O-])C.[Na+]. (7) Given the product [F:31][C:6]1[C:7]([N:15]2[CH2:23][C@@H:22]3[C@@H:17]([NH:18][CH2:19][CH2:20][CH2:21]3)[CH2:16]2)=[C:8]2[C:12](=[C:4]([C:1]([NH2:2])=[O:3])[CH:5]=1)[NH:11][C:10]([CH3:13])=[C:9]2[CH3:14], predict the reactants needed to synthesize it. The reactants are: [C:1]([C:4]1[CH:5]=[C:6]([F:31])[C:7]([N:15]2[CH2:23][C@@H:22]3[C@@H:17]([N:18](C(OC(C)(C)C)=O)[CH2:19][CH2:20][CH2:21]3)[CH2:16]2)=[C:8]2[C:12]=1[NH:11][C:10]([CH3:13])=[C:9]2[CH3:14])(=[O:3])[NH2:2].C(O)(C(F)(F)F)=O.